From a dataset of CYP2C19 inhibition data for predicting drug metabolism from PubChem BioAssay. Regression/Classification. Given a drug SMILES string, predict its absorption, distribution, metabolism, or excretion properties. Task type varies by dataset: regression for continuous measurements (e.g., permeability, clearance, half-life) or binary classification for categorical outcomes (e.g., BBB penetration, CYP inhibition). Dataset: cyp2c19_veith. (1) The molecule is COCCN1C(=O)C(=O)/C(=C(/O)c2cccc(OC)c2)C1c1ccc(C)o1. The result is 0 (non-inhibitor). (2) The result is 0 (non-inhibitor). The drug is COC(=O)C[C@](O)(CCCC(C)(C)O)C(=O)O[C@@H]1C(OC)=C[C@]23CCCN2CCc2cc4c(cc2[C@H]13)OCO4. (3) The drug is COc1cccc(-c2ccc3ncnc(N(C)C)c3c2)c1. The result is 1 (inhibitor). (4) The compound is COc1cccc(Cn2c(=O)c(CCc3ccccc3)nc3cnc(OC)nc32)c1. The result is 1 (inhibitor).